This data is from Reaction yield outcomes from USPTO patents with 853,638 reactions. The task is: Predict the reaction yield, written as a fraction of the theoretical maximum amount of product (1.0 means a 100% yield; for example, 0.34 means a 34% yield). (1) The yield is 0.710. The catalyst is CO. The product is [F:1][C:2]1[CH:17]=[C:16]([CH2:18][NH:27][CH2:26][CH2:25][CH2:24][O:23][CH:20]([CH3:22])[CH3:21])[CH:15]=[CH:14][C:3]=1[O:4][C:5]1[N:6]=[CH:7][C:8]([C:11]([NH2:13])=[O:12])=[N:9][CH:10]=1. The reactants are [F:1][C:2]1[CH:17]=[C:16]([CH:18]=O)[CH:15]=[CH:14][C:3]=1[O:4][C:5]1[N:6]=[CH:7][C:8]([C:11]([NH2:13])=[O:12])=[N:9][CH:10]=1.[CH:20]([O:23][CH2:24][CH2:25][CH2:26][NH2:27])([CH3:22])[CH3:21].[BH4-].[Na+]. (2) The reactants are [N:1]([CH2:4][CH2:5][C@H:6]1[CH2:10][O:9][C:8]([CH3:12])([CH3:11])[O:7]1)=[N+]=[N-]. The product is [CH3:11][C:8]1([CH3:12])[O:7][C@@H:6]([CH2:5][CH2:4][NH2:1])[CH2:10][O:9]1. The catalyst is C(OCC)(=O)C.O=[Pt]=O. The yield is 0.880. (3) The reactants are O=O.[C:3]1([CH:9]=[CH:10][CH:11]([OH:13])[CH3:12])[CH:8]=[CH:7][CH:6]=[CH:5][CH:4]=1. The catalyst is [Pt].O. The product is [CH:9](=[CH:10][C:11](=[O:13])[CH3:12])[C:3]1[CH:8]=[CH:7][CH:6]=[CH:5][CH:4]=1. The yield is 0.870. (4) The reactants are [F:1][C:2]1[N:7]=[CH:6][C:5]([C:8]([N:10]2[CH2:15][CH2:14][CH2:13][C@@H:12](O)[CH2:11]2)=[O:9])=[CH:4][CH:3]=1.[C:17]1([C:23]2[NH:27][N:26]=[N:25][N:24]=2)[CH:22]=[CH:21][CH:20]=[CH:19][CH:18]=1. No catalyst specified. The product is [F:1][C:2]1[N:7]=[CH:6][C:5]([C:8]([N:10]2[CH2:15][CH2:14][CH2:13][C@H:12]([N:25]3[N:26]=[N:27][C:23]([C:17]4[CH:22]=[CH:21][CH:20]=[CH:19][CH:18]=4)=[N:24]3)[CH2:11]2)=[O:9])=[CH:4][CH:3]=1. The yield is 0.340. (5) The reactants are [CH3:1][O:2][C:3]([NH:5][C:6](=[C:10]1[CH2:15][CH2:14][O:13][CH2:12][CH2:11]1)[C:7]([OH:9])=O)=[O:4].CN(C(ON1N=NC2C=CC=NC1=2)=[N+](C)C)C.F[P-](F)(F)(F)(F)F.Cl.Cl.Cl.[CH3:43][O:44][C:45](=[O:89])[NH:46][CH:47]([C:51]([N:53]1[CH2:57][CH2:56][CH2:55][CH:54]1[C:58]1[NH:59][C:60]([C:63]2[CH:72]=[CH:71][C:70]3[C:65](=[CH:66][CH:67]=[C:68]([C:73]4[CH:78]=[CH:77][C:76]([C:79]5[NH:80][C:81]([CH:84]6[CH2:88][CH2:87][CH2:86][NH:85]6)=[N:82][CH:83]=5)=[CH:75][CH:74]=4)[CH:69]=3)[CH:64]=2)=[CH:61][N:62]=1)=[O:52])[CH:48]([CH3:50])[CH3:49].C(N(C(C)C)CC)(C)C. The catalyst is CN(C)C=O.C(OCC)(=O)C. The product is [CH3:43][O:44][C:45](=[O:89])[NH:46][CH:47]([C:51]([N:53]1[CH2:57][CH2:56][CH2:55][CH:54]1[C:58]1[NH:59][C:60]([C:63]2[CH:72]=[CH:71][C:70]3[C:65](=[CH:66][CH:67]=[C:68]([C:73]4[CH:78]=[CH:77][C:76]([C:79]5[NH:80][C:81]([CH:84]6[CH2:88][CH2:87][CH2:86][N:85]6[C:7](=[O:9])[C:6]([NH:5][C:3]([O:2][CH3:1])=[O:4])=[C:10]6[CH2:15][CH2:14][O:13][CH2:12][CH2:11]6)=[N:82][CH:83]=5)=[CH:75][CH:74]=4)[CH:69]=3)[CH:64]=2)=[CH:61][N:62]=1)=[O:52])[CH:48]([CH3:50])[CH3:49]. The yield is 0.500.